Task: Regression. Given two drug SMILES strings and cell line genomic features, predict the synergy score measuring deviation from expected non-interaction effect.. Dataset: NCI-60 drug combinations with 297,098 pairs across 59 cell lines (1) Drug 1: C1CC(C1)(C(=O)O)C(=O)O.[NH2-].[NH2-].[Pt+2]. Drug 2: CC1=C2C(C(=O)C3(C(CC4C(C3C(C(C2(C)C)(CC1OC(=O)C(C(C5=CC=CC=C5)NC(=O)C6=CC=CC=C6)O)O)OC(=O)C7=CC=CC=C7)(CO4)OC(=O)C)O)C)OC(=O)C. Cell line: TK-10. Synergy scores: CSS=-1.15, Synergy_ZIP=0.486, Synergy_Bliss=1.84, Synergy_Loewe=-16.6, Synergy_HSA=-7.74. (2) Drug 1: COC1=NC(=NC2=C1N=CN2C3C(C(C(O3)CO)O)O)N. Drug 2: CCC1=C2CN3C(=CC4=C(C3=O)COC(=O)C4(CC)O)C2=NC5=C1C=C(C=C5)O. Cell line: OVCAR-4. Synergy scores: CSS=-5.41, Synergy_ZIP=1.26, Synergy_Bliss=-0.285, Synergy_Loewe=-6.13, Synergy_HSA=-5.84. (3) Drug 1: CC1C(C(CC(O1)OC2CC(CC3=C2C(=C4C(=C3O)C(=O)C5=C(C4=O)C(=CC=C5)OC)O)(C(=O)C)O)N)O.Cl. Drug 2: CC1CCCC2(C(O2)CC(NC(=O)CC(C(C(=O)C(C1O)C)(C)C)O)C(=CC3=CSC(=N3)C)C)C. Cell line: NCI/ADR-RES. Synergy scores: CSS=-3.47, Synergy_ZIP=1.42, Synergy_Bliss=1.70, Synergy_Loewe=-0.972, Synergy_HSA=-0.381.